Dataset: Forward reaction prediction with 1.9M reactions from USPTO patents (1976-2016). Task: Predict the product of the given reaction. (1) Given the reactants [Br:1][C:2]1[N:3]=[C:4]([CH:22]2[CH2:24][CH2:23]2)[N:5]([CH2:14][O:15][CH2:16][CH2:17][Si:18]([CH3:21])([CH3:20])[CH3:19])[C:6]=1[C:7]1[CH:12]=[CH:11][N:10]=[C:9](Cl)[N:8]=1.CCN(C(C)C)C(C)C.[NH2:34][CH2:35][CH:36]([CH3:39])[C:37]#[N:38].C([O-])([O-])=O.[Na+].[Na+], predict the reaction product. The product is: [Br:1][C:2]1[N:3]=[C:4]([CH:22]2[CH2:24][CH2:23]2)[N:5]([CH2:14][O:15][CH2:16][CH2:17][Si:18]([CH3:21])([CH3:20])[CH3:19])[C:6]=1[C:7]1[CH:12]=[CH:11][N:10]=[C:9]([NH:38][CH2:37][CH:36]([CH3:39])[C:35]#[N:34])[N:8]=1. (2) Given the reactants C([NH:4][C@H:5]([C:21]([O:23]C(=O)[C@H](CCCCNC(OCC1C=CC=CC=1)=O)NC(O)=O)=[O:22])[CH2:6][CH2:7][CH2:8][CH2:9][NH:10][C:11]([O:13][CH2:14][C:15]1[CH:20]=[CH:19][CH:18]=[CH:17][CH:16]=1)=[O:12])(O)=[O:2].C([NH:49][C@@H:50]1[C:56](=[O:57])[O:55][C:53](=[O:54])[CH:52]([CH3:58])[CH2:51]1)(O)=O.CN(C)CCCN, predict the reaction product. The product is: [CH3:58][CH:52]([C:53]([OH:54])=[O:2])[CH2:51][C@@H:50]([C:56]([OH:55])=[O:57])[NH2:49].[CH2:14]([O:13][C:11]([NH:10][CH2:9][CH2:8][CH2:7][CH2:6][C@@H:5]([C:21]([OH:23])=[O:22])[NH2:4])=[O:12])[C:15]1[CH:16]=[CH:17][CH:18]=[CH:19][CH:20]=1. (3) Given the reactants [NH2:1][C:2]1[C:3]([C:12]([NH:14][C@H:15]([C:20]([O:22][CH3:23])=[O:21])[CH2:16][CH:17]([CH3:19])[CH3:18])=[O:13])=[CH:4][C:5]2[C:10]([CH:11]=1)=[CH:9][CH:8]=[CH:7][CH:6]=2.[N:24]([C:27]1[C:32]([CH3:33])=[CH:31][C:30]([CH3:34])=[CH:29][C:28]=1[CH3:35])=[C:25]=[O:26], predict the reaction product. The product is: [CH3:33][C:32]1[CH:31]=[C:30]([CH3:34])[CH:29]=[C:28]([CH3:35])[C:27]=1[NH:24][C:25]([NH:1][C:2]1[C:3]([C:12]([NH:14][C@H:15]([C:20]([O:22][CH3:23])=[O:21])[CH2:16][CH:17]([CH3:19])[CH3:18])=[O:13])=[CH:4][C:5]2[C:10]([CH:11]=1)=[CH:9][CH:8]=[CH:7][CH:6]=2)=[O:26]. (4) Given the reactants [CH2:1]([O:8][CH2:9][CH2:10][CH2:11][O:12][C:13]1[CH:18]=[CH:17][C:16]([CH:19]2[CH:24]([O:25][CH2:26][C:27]3[CH:36]=[CH:35][C:34]4[C:29](=[CH:30][CH:31]=[CH:32][CH:33]=4)[CH:28]=3)[CH2:23][N:22]([C:37]([O:39][C:40]([CH3:43])([CH3:42])[CH3:41])=[O:38])[CH2:21][CH:20]2[CH2:44][OH:45])=[CH:15][CH:14]=1)[C:2]1[CH:7]=[CH:6][CH:5]=[CH:4][CH:3]=1.Cl[C:47]([O-:49])=O.[NH3:50], predict the reaction product. The product is: [CH2:1]([O:8][CH2:9][CH2:10][CH2:11][O:12][C:13]1[CH:14]=[CH:15][C:16]([CH:19]2[CH:24]([O:25][CH2:26][C:27]3[CH:36]=[CH:35][C:34]4[C:29](=[CH:30][CH:31]=[CH:32][CH:33]=4)[CH:28]=3)[CH2:23][N:22]([C:37]([O:39][C:40]([CH3:42])([CH3:41])[CH3:43])=[O:38])[CH2:21][CH:20]2[CH2:44][O:45][C:47](=[O:49])[NH2:50])=[CH:17][CH:18]=1)[C:2]1[CH:3]=[CH:4][CH:5]=[CH:6][CH:7]=1. (5) Given the reactants C(O)(=O)C.C(O)(=O)C.IC1C=CC=CC=1.[Cl:16][C:17]1[N:22]=[C:21]([N:23]2[CH2:28][CH2:27][O:26][CH2:25][C@H:24]2[CH3:29])[CH:20]=[C:19]([CH2:30][S:31]([CH3:33])=[O:32])[N:18]=1.[F:34][C:35]([F:40])([F:39])[C:36]([NH2:38])=[O:37].[O-2].[Mg+2], predict the reaction product. The product is: [Cl:16][C:17]1[N:18]=[C:19]([CH2:30][S:31]([CH3:33])(=[O:32])=[N:38][C:36](=[O:37])[C:35]([F:40])([F:39])[F:34])[CH:20]=[C:21]([N:23]2[CH2:28][CH2:27][O:26][CH2:25][C@H:24]2[CH3:29])[N:22]=1. (6) Given the reactants C(OC([NH:8][CH2:9][C@H:10]([N:15]1[CH2:20][CH2:19][N:18]([S:21]([CH3:24])(=[O:23])=[O:22])[CH2:17][CH2:16]1)[C:11]([O:13][CH3:14])=[O:12])=O)(C)(C)C.[ClH:25], predict the reaction product. The product is: [ClH:25].[ClH:25].[NH2:8][CH2:9][C@H:10]([N:15]1[CH2:20][CH2:19][N:18]([S:21]([CH3:24])(=[O:23])=[O:22])[CH2:17][CH2:16]1)[C:11]([O:13][CH3:14])=[O:12]. (7) Given the reactants [Br:1][C:2]1[CH:8]=[CH:7][C:5](N)=[C:4]([C:9]2[CH2:13][CH2:12][O:11][N:10]=2)[C:3]=1[CH3:14].[CH3:15][S:16]SC.N(OCCCC)=O.Cl, predict the reaction product. The product is: [Br:1][C:2]1[C:3]([CH3:14])=[C:4]([C:9]2[CH2:13][CH2:12][O:11][N:10]=2)[C:5]([S:16][CH3:15])=[CH:7][CH:8]=1.